From a dataset of Peptide-MHC class I binding affinity with 185,985 pairs from IEDB/IMGT. Regression. Given a peptide amino acid sequence and an MHC pseudo amino acid sequence, predict their binding affinity value. This is MHC class I binding data. (1) The peptide sequence is GMDPRMCSL. The MHC is HLA-A31:01 with pseudo-sequence HLA-A31:01. The binding affinity (normalized) is 0.0847. (2) The peptide sequence is GAEALGPF. The MHC is H-2-Db with pseudo-sequence H-2-Db. The binding affinity (normalized) is 0. (3) The binding affinity (normalized) is 1.00. The MHC is HLA-A02:06 with pseudo-sequence HLA-A02:06. The peptide sequence is KLTSYSAGL.